Dataset: Catalyst prediction with 721,799 reactions and 888 catalyst types from USPTO. Task: Predict which catalyst facilitates the given reaction. (1) Reactant: [F:1][C:2]1[CH:7]=[CH:6][C:5]([C:8]2[CH:13]=[CH:12][N:11]=[CH:10][C:9]=2[N:14]([CH3:28])[C:15](=[O:27])[C:16]2[CH:21]=[C:20]([C:22]([F:25])([F:24])[F:23])[CH:19]=[C:18]([SH:26])[CH:17]=2)=[C:4]([O:29][CH3:30])[CH:3]=1.Br[CH2:32][CH2:33][O:34][CH3:35].CCN(C(C)C)C(C)C.[NH4+].[Cl-]. Product: [F:1][C:2]1[CH:7]=[CH:6][C:5]([C:8]2[CH:13]=[CH:12][N:11]=[CH:10][C:9]=2[N:14]([CH3:28])[C:15](=[O:27])[C:16]2[CH:21]=[C:20]([C:22]([F:25])([F:24])[F:23])[CH:19]=[C:18]([S:26][CH2:32][CH2:33][O:34][CH3:35])[CH:17]=2)=[C:4]([O:29][CH3:30])[CH:3]=1. The catalyst class is: 290. (2) Reactant: [C:1]1([C@H:11]([NH:13][C@H:14]2[CH2:19][CH2:18][CH2:17][C@H:16]([C:20]3[CH:28]=[CH:27][C:23]([C:24](O)=[O:25])=[CH:22][CH:21]=3)[CH2:15]2)[CH3:12])[C:10]2[C:5](=[CH:6][CH:7]=[CH:8][CH:9]=2)[CH:4]=[CH:3][CH:2]=1.B.C1COCC1. Product: [C:1]1([C@H:11]([NH:13][CH:14]2[CH2:19][CH2:18][CH2:17][CH:16]([C:20]3[CH:21]=[CH:22][C:23]([CH2:24][OH:25])=[CH:27][CH:28]=3)[CH2:15]2)[CH3:12])[C:10]2[C:5](=[CH:6][CH:7]=[CH:8][CH:9]=2)[CH:4]=[CH:3][CH:2]=1. The catalyst class is: 1.